This data is from Full USPTO retrosynthesis dataset with 1.9M reactions from patents (1976-2016). The task is: Predict the reactants needed to synthesize the given product. (1) Given the product [CH2:14]([O:1][CH2:2][CH2:3][NH:4][C:5](=[O:11])[O:6][C:7]([CH3:8])([CH3:10])[CH3:9])[C:15]1[CH:20]=[CH:19][CH:18]=[CH:17][CH:16]=1, predict the reactants needed to synthesize it. The reactants are: [OH:1][CH2:2][CH2:3][NH:4][C:5](=[O:11])[O:6][C:7]([CH3:10])([CH3:9])[CH3:8].[H-].[Na+].[CH2:14](Br)[C:15]1[CH:20]=[CH:19][CH:18]=[CH:17][CH:16]=1.O. (2) Given the product [C:6]1(=[O:13])[C:5]2[CH:8]=[CH:9][N:10]=[CH:11][C:4]=2[CH2:3][CH2:2][O:1]1, predict the reactants needed to synthesize it. The reactants are: [OH:1][CH2:2][CH2:3][C:4]1[CH:11]=[N:10][CH:9]=[CH:8][C:5]=1[C:6]#N.C([O-])(O)=[O:13].[Na+]. (3) Given the product [NH:1]1[C:5]2=[N:6][CH:7]=[CH:8][CH:9]=[C:4]2[C:3]([CH:10]=[C:11]2[O:15][C:14]([NH:16][C:17]3[CH:18]=[CH:19][C:20]([F:23])=[CH:21][CH:22]=3)=[C:13]([C:24]([O:26][CH2:27][CH:29]3[CH2:31][CH2:30]3)=[O:25])[C:12]2=[O:28])=[CH:2]1, predict the reactants needed to synthesize it. The reactants are: [NH:1]1[C:5]2=[N:6][CH:7]=[CH:8][CH:9]=[C:4]2[C:3]([CH:10]=[C:11]2[O:15][C:14]([NH:16][C:17]3[CH:22]=[CH:21][C:20]([F:23])=[CH:19][CH:18]=3)=[C:13]([C:24]([O:26][CH3:27])=[O:25])[C:12]2=[O:28])=[CH:2]1.[CH:29]1(CO)[CH2:31][CH2:30]1. (4) The reactants are: C([O:8][C:9]([C:11]1[CH:16]=[CH:15][C:14]([N:17]2[CH2:22][CH2:21][C:20]([CH3:28])([C:23]([O:25][CH2:26][CH3:27])=[O:24])[CH2:19][CH2:18]2)=[CH:13][CH:12]=1)=[O:10])C1C=CC=CC=1. Given the product [CH2:26]([O:25][C:23]([C:20]1([CH3:28])[CH2:19][CH2:18][N:17]([C:14]2[CH:13]=[CH:12][C:11]([C:9]([OH:10])=[O:8])=[CH:16][CH:15]=2)[CH2:22][CH2:21]1)=[O:24])[CH3:27], predict the reactants needed to synthesize it. (5) Given the product [C:1]([O:5][C:6]([N:8]1[CH2:13][CH2:12][N:11]([C:14]2[CH:19]=[CH:18][CH:17]=[C:16]([NH2:20])[C:15]=2[C:23]#[N:24])[CH2:10][CH2:9]1)=[O:7])([CH3:4])([CH3:2])[CH3:3], predict the reactants needed to synthesize it. The reactants are: [C:1]([O:5][C:6]([N:8]1[CH2:13][CH2:12][N:11]([C:14]2[CH:19]=[CH:18][CH:17]=[C:16]([N+:20]([O-])=O)[C:15]=2[C:23]#[N:24])[CH2:10][CH2:9]1)=[O:7])([CH3:4])([CH3:3])[CH3:2].